This data is from Reaction yield outcomes from USPTO patents with 853,638 reactions. The task is: Predict the reaction yield, written as a fraction of the theoretical maximum amount of product (1.0 means a 100% yield; for example, 0.34 means a 34% yield). The reactants are [F:1][C:2]1[CH:7]=[CH:6][CH:5]=[C:4]([F:8])[C:3]=1[N:9]1[C:14]2[N:15]=[C:16](S(C)=O)[N:17]=[C:18]([C:19]3[CH:20]=[C:21]([CH:32]=[CH:33][C:34]=3[CH3:35])[C:22]([NH:24][C:25]3[CH:30]=[CH:29][C:28]([F:31])=[CH:27][CH:26]=3)=[O:23])[C:13]=2[CH2:12][NH:11][C:10]1=[O:39].C(N(C(C)C)CC)(C)C.[CH3:49][N:50]([CH3:54])[CH2:51][CH2:52][NH2:53]. The catalyst is C(Cl)Cl. The product is [F:1][C:2]1[CH:7]=[CH:6][CH:5]=[C:4]([F:8])[C:3]=1[N:9]1[C:14]2[N:15]=[C:16]([NH:53][CH2:52][CH2:51][N:50]([CH3:54])[CH3:49])[N:17]=[C:18]([C:19]3[CH:20]=[C:21]([CH:32]=[CH:33][C:34]=3[CH3:35])[C:22]([NH:24][C:25]3[CH:30]=[CH:29][C:28]([F:31])=[CH:27][CH:26]=3)=[O:23])[C:13]=2[CH2:12][NH:11][C:10]1=[O:39]. The yield is 0.420.